From a dataset of Forward reaction prediction with 1.9M reactions from USPTO patents (1976-2016). Predict the product of the given reaction. (1) Given the reactants [Br:1][C:2]1[CH:10]=[C:9](/[CH:11]=[CH:12]/[CH:13]([C:18]2[CH:23]=[C:22]([Cl:24])[C:21]([Cl:25])=[C:20]([Cl:26])[CH:19]=2)[C:14]([F:17])([F:16])[F:15])[CH:8]=[CH:7][C:3]=1[C:4](O)=[O:5].Cl.C(N=C=NCCCN(C)C)C.Cl.[NH2:40][C:41]1([C:44]#[N:45])[CH2:43][CH2:42]1.Cl, predict the reaction product. The product is: [Br:1][C:2]1[CH:10]=[C:9](/[CH:11]=[CH:12]/[CH:13]([C:18]2[CH:19]=[C:20]([Cl:26])[C:21]([Cl:25])=[C:22]([Cl:24])[CH:23]=2)[C:14]([F:17])([F:15])[F:16])[CH:8]=[CH:7][C:3]=1[C:4]([NH:40][C:41]1([C:44]#[N:45])[CH2:43][CH2:42]1)=[O:5]. (2) Given the reactants [O:1]1[CH:5]=[CH:4][CH:3]=[C:2]1[C:6]1[N:11]=[C:10]([NH2:12])[C:9]([N+:13]([O-])=O)=[CH:8][C:7]=1[C:16]1[CH:21]=[CH:20][N:19]=[C:18]([S:22][CH3:23])[N:17]=1.Cl, predict the reaction product. The product is: [O:1]1[CH:5]=[CH:4][CH:3]=[C:2]1[C:6]1[N:11]=[C:10]([NH2:12])[C:9]([NH2:13])=[CH:8][C:7]=1[C:16]1[CH:21]=[CH:20][N:19]=[C:18]([S:22][CH3:23])[N:17]=1.